Dataset: Forward reaction prediction with 1.9M reactions from USPTO patents (1976-2016). Task: Predict the product of the given reaction. (1) Given the reactants C[O:2][C:3](=[O:36])[CH2:4][C:5]1[CH:10]=[CH:9][C:8]([CH2:11][NH:12][C:13]2[CH:18]=[CH:17][CH:16]=[C:15]([C:19]3[C:28]4[C:23](=[C:24]([CH3:29])[CH:25]=[CH:26][CH:27]=4)[N:22]=[N:21][C:20]=3[C:30]3[CH:35]=[CH:34][CH:33]=[CH:32][CH:31]=3)[CH:14]=2)=[CH:7][CH:6]=1.O.[OH-].[Li+].C(O)(=O)C, predict the reaction product. The product is: [CH3:29][C:24]1[CH:25]=[CH:26][CH:27]=[C:28]2[C:23]=1[N:22]=[N:21][C:20]([C:30]1[CH:35]=[CH:34][CH:33]=[CH:32][CH:31]=1)=[C:19]2[C:15]1[CH:14]=[C:13]([NH:12][CH2:11][C:8]2[CH:9]=[CH:10][C:5]([CH2:4][C:3]([OH:36])=[O:2])=[CH:6][CH:7]=2)[CH:18]=[CH:17][CH:16]=1. (2) Given the reactants [CH3:1][O:2][C:3]1[CH:4]=[C:5]([CH:26]=[CH:27][C:28]=1[O:29][CH3:30])[O:6][CH2:7][C:8](=[O:25])[CH2:9][NH:10][C:11]([C@@H:13]1[CH2:17][CH2:16][CH2:15][N:14]1[C:18]([O:20][C:21]([CH3:24])([CH3:23])[CH3:22])=[O:19])=O.CC[N+](S(N=C(OC)[O-])(=O)=O)(CC)CC, predict the reaction product. The product is: [CH3:1][O:2][C:3]1[CH:4]=[C:5]([CH:26]=[CH:27][C:28]=1[O:29][CH3:30])[O:6][CH2:7][C:8]1[O:25][C:11]([C@@H:13]2[CH2:17][CH2:16][CH2:15][N:14]2[C:18]([O:20][C:21]([CH3:24])([CH3:22])[CH3:23])=[O:19])=[N:10][CH:9]=1. (3) Given the reactants [BH4-].[Na+].[N+:3]([C:6]1[CH:7]=[C:8]([C:16](=[O:23])[CH2:17][C:18]([O:20][CH2:21][CH3:22])=[O:19])[C:9]2[CH2:10][CH2:11][CH2:12][CH2:13][C:14]=2[CH:15]=1)([O-:5])=[O:4].Cl, predict the reaction product. The product is: [N+:3]([C:6]1[CH:7]=[C:8]([CH:16]([OH:23])[CH2:17][C:18]([O:20][CH2:21][CH3:22])=[O:19])[C:9]2[CH2:10][CH2:11][CH2:12][CH2:13][C:14]=2[CH:15]=1)([O-:5])=[O:4]. (4) Given the reactants Br[C:2]1[CH:21]=[CH:20][C:5]2[O:6][CH2:7][CH:8]([CH3:19])[C:9]3[S:13][C:12]([C:14]([O:16]CC)=O)=[N:11][C:10]=3[C:4]=2[CH:3]=1.[N:22]1[CH:27]=[CH:26][CH:25]=[CH:24][C:23]=1[C@:28]([OH:32])([C:30]#[CH:31])[CH3:29].CC1C2SC(C([O-])=O)=[N:40]C=2C2C=CC=CC=2OC1, predict the reaction product. The product is: [OH:32][C@:28]([C:23]1[CH:24]=[CH:25][CH:26]=[CH:27][N:22]=1)([CH3:29])[C:30]#[C:31][C:2]1[CH:21]=[CH:20][C:5]2[O:6][CH2:7][CH:8]([CH3:19])[C:9]3[S:13][C:12]([C:14]([NH2:40])=[O:16])=[N:11][C:10]=3[C:4]=2[CH:3]=1. (5) Given the reactants [Cl:1][C:2]1[C:3]2[CH:10]=[CH:9][N:8]([C@@H:11]3[O:24][C@H:23]([CH2:25][O:26]C(=O)C4C=CC=CC=4)[C@@H:13]([O:14]C(=O)C4C=CC=CC=4)[C@@H:12]3[F:35])[C:4]=2[N:5]=[CH:6][N:7]=1, predict the reaction product. The product is: [Cl:1][C:2]1[C:3]2[CH:10]=[CH:9][N:8]([C@@H:11]3[O:24][C@H:23]([CH2:25][OH:26])[C@@H:13]([OH:14])[C@@H:12]3[F:35])[C:4]=2[N:5]=[CH:6][N:7]=1. (6) Given the reactants [OH:1][CH2:2][CH:3]1[CH2:8][CH2:7][N:6]([C:9]([O:11][C:12]([CH3:15])([CH3:14])[CH3:13])=[O:10])[CH2:5][CH2:4]1.[F:16][C:17]([F:21])([F:20])[CH2:18]O.C1(P(C2C=CC=CC=2)C2C=CC=CC=2)C=CC=CC=1.C(OC(N=NC(OC(C)(C)C)=O)=O)(C)(C)C, predict the reaction product. The product is: [F:16][C:17]([F:21])([F:20])[CH2:18][O:1][CH2:2][CH:3]1[CH2:8][CH2:7][N:6]([C:9]([O:11][C:12]([CH3:15])([CH3:14])[CH3:13])=[O:10])[CH2:5][CH2:4]1.